From a dataset of Forward reaction prediction with 1.9M reactions from USPTO patents (1976-2016). Predict the product of the given reaction. Given the reactants Br[C:2]1[CH:3]=[CH:4][C:5]([CH3:25])=[C:6]([CH:8]2[S:14][CH2:13][CH2:12][NH:11][C:10]3[N:15]([CH3:24])[N:16]=[C:17]([C:18]4[CH:23]=[CH:22][CH:21]=[CH:20][N:19]=4)[C:9]2=3)[CH:7]=1.C(OCC)(=O)C.O.[CH3:33][N:34](C=O)C, predict the reaction product. The product is: [CH3:25][C:5]1[CH:4]=[CH:3][C:2]([C:33]#[N:34])=[CH:7][C:6]=1[CH:8]1[S:14][CH2:13][CH2:12][NH:11][C:10]2[N:15]([CH3:24])[N:16]=[C:17]([C:18]3[CH:23]=[CH:22][CH:21]=[CH:20][N:19]=3)[C:9]1=2.